The task is: Predict the reactants needed to synthesize the given product.. This data is from Full USPTO retrosynthesis dataset with 1.9M reactions from patents (1976-2016). (1) Given the product [CH3:1][N:2]([CH3:25])[C@@H:3]1[CH2:7][CH2:6][N:5]([C:8]2[CH:13]=[CH:12][C:11]([NH:14][C:15](=[O:23])[C:16]3[CH:21]=[CH:20][C:19]([O:22][C:27]4[CH:32]=[CH:31][CH:30]=[CH:29][N:28]=4)=[CH:18][CH:17]=3)=[CH:10][C:9]=2[F:24])[CH2:4]1, predict the reactants needed to synthesize it. The reactants are: [CH3:1][N:2]([CH3:25])[C@@H:3]1[CH2:7][CH2:6][N:5]([C:8]2[CH:13]=[CH:12][C:11]([NH:14][C:15](=[O:23])[C:16]3[CH:21]=[CH:20][C:19]([OH:22])=[CH:18][CH:17]=3)=[CH:10][C:9]=2[F:24])[CH2:4]1.Cl[C:27]1[CH:32]=[CH:31][CH:30]=[CH:29][N:28]=1. (2) Given the product [F:1][C:2]1[C:3]([C:22]2([OH:28])[CH2:23][CH2:24][N:25]([C:33](=[O:39])[N:50]([OH:51])[CH3:49])[CH2:26][CH2:27]2)=[N:4][N:5]([C:14]2[CH:15]=[CH:16][C:17]([O:20][CH3:21])=[CH:18][CH:19]=2)[C:6]=1[C:7]1[CH:12]=[CH:11][C:10]([CH3:13])=[CH:9][CH:8]=1, predict the reactants needed to synthesize it. The reactants are: [F:1][C:2]1[C:3]([C:22]2([OH:28])[CH2:27][CH2:26][NH:25][CH2:24][CH2:23]2)=[N:4][N:5]([C:14]2[CH:19]=[CH:18][C:17]([O:20][CH3:21])=[CH:16][CH:15]=2)[C:6]=1[C:7]1[CH:12]=[CH:11][C:10]([CH3:13])=[CH:9][CH:8]=1.ClC(Cl)(O[C:33](=[O:39])OC(Cl)(Cl)Cl)Cl.C(N(CC)CC)C.Cl.[CH3:49][NH:50][OH:51]. (3) The reactants are: [C:1]([O:4][C:5]1[CH:6]=[C:7]([CH:11]=[CH:12][C:13]=1[Cl:14])[C:8]([OH:10])=O)(=[O:3])[CH3:2].CN(C=O)C.C(Cl)(=O)C(Cl)=O.Cl.[CH3:27][O:28][C:29]([C:31]1([NH2:38])[CH2:37][CH2:36][CH2:35][CH2:34][CH2:33][CH2:32]1)=[O:30]. Given the product [CH3:27][O:28][C:29]([C:31]1([NH:38][C:8](=[O:10])[C:7]2[CH:11]=[CH:12][C:13]([Cl:14])=[C:5]([O:4][C:1](=[O:3])[CH3:2])[CH:6]=2)[CH2:32][CH2:33][CH2:34][CH2:35][CH2:36][CH2:37]1)=[O:30], predict the reactants needed to synthesize it. (4) Given the product [Br:39][C:34]1[CH:35]=[C:36]2[C:31](=[N:32][CH:33]=1)[N:30]=[C:29]([O:28][C:25]1[CH:24]=[CH:23][C:22]([CH2:21][C@H:17]([NH:16][C:2]3[C:11]([C:12]([OH:14])=[O:13])=[CH:10][C:9]4[C:4](=[CH:5][CH:6]=[C:7]([Cl:15])[CH:8]=4)[N:3]=3)[C:18]([OH:20])=[O:19])=[CH:27][CH:26]=1)[CH:38]=[CH:37]2, predict the reactants needed to synthesize it. The reactants are: Cl[C:2]1[C:11]([C:12]([OH:14])=[O:13])=[CH:10][C:9]2[C:4](=[CH:5][CH:6]=[C:7]([Cl:15])[CH:8]=2)[N:3]=1.[NH2:16][C@@H:17]([CH2:21][C:22]1[CH:27]=[CH:26][C:25]([O:28][C:29]2[CH:38]=[CH:37][C:36]3[C:31](=[N:32][CH:33]=[C:34]([Br:39])[CH:35]=3)[N:30]=2)=[CH:24][CH:23]=1)[C:18]([OH:20])=[O:19]. (5) The reactants are: C([C:4]1[CH:9]=[CH:8][C:7]([NH:10][C:11](=[O:17])/[CH:12]=[CH:13]\[C:14]([OH:16])=O)=[CH:6][CH:5]=1)(O)=O.[C:18]([O:21]C(=O)C)(=[O:20])C.C([O-])(=O)C.[Na+]. Given the product [O:16]=[C:14]1[CH:13]=[CH:12][C:11](=[O:17])[N:10]1[C:7]1[C:6]([C:18]([OH:21])=[O:20])=[CH:5][CH:4]=[CH:9][CH:8]=1, predict the reactants needed to synthesize it. (6) The reactants are: [N+:1]([C:4]1[CH:8]=[CH:7][NH:6][N:5]=1)([O-:3])=[O:2].[H-].[Na+].[CH3:11][C:12]1[CH:19]=[CH:18][C:15]([CH2:16]Br)=[CH:14][CH:13]=1. Given the product [CH3:11][C:12]1[CH:19]=[CH:18][C:15]([CH2:16][N:6]2[CH:7]=[CH:8][C:4]([N+:1]([O-:3])=[O:2])=[N:5]2)=[CH:14][CH:13]=1, predict the reactants needed to synthesize it. (7) Given the product [C:10]([C:4]1[CH:3]=[C:2]([NH2:1])[N:6]([CH2:7][CH2:8][O:9][Si:18]([C:14]([CH3:17])([CH3:16])[CH3:15])([CH3:21])[CH3:20])[N:5]=1)([CH3:13])([CH3:12])[CH3:11], predict the reactants needed to synthesize it. The reactants are: [NH2:1][C:2]1[N:6]([CH2:7][CH2:8][OH:9])[N:5]=[C:4]([C:10]([CH3:13])([CH3:12])[CH3:11])[CH:3]=1.[C:14]([Si:18]([CH3:21])([CH3:20])Cl)([CH3:17])([CH3:16])[CH3:15].N1C=CN=C1. (8) Given the product [C:44]([C:41]1([NH:40][C:3]([C@H:5]2[CH2:9][C@H:8]([S:10]([C:13]3[CH:18]=[CH:17][CH:16]=[CH:15][C:14]=3[Cl:19])(=[O:12])=[O:11])[CH2:7][C@@H:6]2[O:20][C:21]2[CH:22]=[CH:23][C:24]([Cl:27])=[CH:25][CH:26]=2)=[O:4])[CH2:43][CH2:42]1)#[N:45], predict the reactants needed to synthesize it. The reactants are: CO[C:3]([C@H:5]1[CH2:9][C@H:8]([S:10]([C:13]2[CH:18]=[CH:17][CH:16]=[CH:15][C:14]=2[Cl:19])(=[O:12])=[O:11])[CH2:7][C@@H:6]1[O:20][C:21]1[CH:26]=[CH:25][C:24]([Cl:27])=[CH:23][CH:22]=1)=[O:4].C[Al](C)C.C(N(CC)CC)C.Cl.[NH2:40][C:41]1([C:44]#[N:45])[CH2:43][CH2:42]1. (9) Given the product [OH:24][CH2:23][CH:10]([N:9]([CH:27]1[CH2:32][CH2:31][O:30][CH2:29][CH2:28]1)[C:7]([C:5]1[N:4]=[CH:3][N:2]([CH3:1])[CH:6]=1)=[O:8])[CH2:11][C:12]1[CH:17]=[CH:16][CH:15]=[C:14]([O:18][C:19]([F:22])([F:21])[F:20])[CH:13]=1, predict the reactants needed to synthesize it. The reactants are: [CH3:1][N:2]1[CH:6]=[C:5]([C:7]([N:9]([CH:27]2[CH2:32][CH2:31][O:30][CH2:29][CH2:28]2)[C@H:10]([C:23](OC)=[O:24])[CH2:11][C:12]2[CH:17]=[CH:16][CH:15]=[C:14]([O:18][C:19]([F:22])([F:21])[F:20])[CH:13]=2)=[O:8])[N:4]=[CH:3]1.[BH4-].[Na+].Cl.O. (10) Given the product [Cl:3][C:4]1[CH:5]=[CH:6][C:7]([C:10]2[NH:14][N:13]=[C:12]([N:15]3[CH2:20][CH2:19][N:18]([C:21](=[O:27])[CH2:22][CH2:23][C:24]([OH:26])=[O:25])[CH2:17][CH2:16]3)[C:11]=2[C:28]2[CH:29]=[CH:30][N:31]=[CH:32][CH:33]=2)=[CH:8][CH:9]=1, predict the reactants needed to synthesize it. The reactants are: O.O.[Cl:3][C:4]1[CH:9]=[CH:8][C:7]([C:10]2[NH:14][N:13]=[C:12]([N:15]3[CH2:20][CH2:19][N:18]([C:21](=[O:27])[CH2:22][CH2:23][C:24]([OH:26])=[O:25])[CH2:17][CH2:16]3)[C:11]=2[C:28]2[CH:33]=[CH:32][N:31]=[CH:30][CH:29]=2)=[CH:6][CH:5]=1.[OH-].[Na+].